Task: Predict the product of the given reaction.. Dataset: Forward reaction prediction with 1.9M reactions from USPTO patents (1976-2016) (1) Given the reactants C([O:3][C:4]([C:6]1[C:7]([CH3:41])=[C:8]2[C:13]([NH:14][C:15]3[CH:20]=[CH:19][C:18]([O:21][C:22]4[CH:27]=[CH:26][CH:25]=[CH:24][C:23]=4[O:28][C:29]([C:32](=[O:37])[NH:33][CH2:34][CH2:35][OH:36])([CH3:31])[CH3:30])=[CH:17][CH:16]=3)=[C:12]([C:38]#[N:39])[CH:11]=[N:10][N:9]2[CH:40]=1)=[O:5])C.[OH-].[Na+].O, predict the reaction product. The product is: [C:38]([C:12]1[CH:11]=[N:10][N:9]2[CH:40]=[C:6]([C:4]([OH:5])=[O:3])[C:7]([CH3:41])=[C:8]2[C:13]=1[NH:14][C:15]1[CH:16]=[CH:17][C:18]([O:21][C:22]2[CH:27]=[CH:26][CH:25]=[CH:24][C:23]=2[O:28][C:29]([C:32](=[O:37])[NH:33][CH2:34][CH2:35][OH:36])([CH3:31])[CH3:30])=[CH:19][CH:20]=1)#[N:39]. (2) Given the reactants [Cl:1][C:2]1[CH:3]=[CH:4][C:5]([CH2:9][OH:10])=[C:6]([OH:8])[CH:7]=1.Br[CH2:12][CH2:13][CH2:14][CH3:15].C([O-])([O-])=O.[K+].[K+], predict the reaction product. The product is: [Cl:1][C:2]1[CH:3]=[CH:4][C:5]([CH2:9][OH:10])=[C:6]([O:8][CH2:12][CH2:13][CH2:14][CH3:15])[CH:7]=1.